From a dataset of TCR-epitope binding with 47,182 pairs between 192 epitopes and 23,139 TCRs. Binary Classification. Given a T-cell receptor sequence (or CDR3 region) and an epitope sequence, predict whether binding occurs between them. (1) The epitope is GLCTLVAML. The TCR CDR3 sequence is CASSQDLSLSSYNEQFF. Result: 0 (the TCR does not bind to the epitope). (2) The epitope is IPRRNVATL. The TCR CDR3 sequence is CASSYSGGSYEQYF. Result: 1 (the TCR binds to the epitope).